The task is: Regression. Given two drug SMILES strings and cell line genomic features, predict the synergy score measuring deviation from expected non-interaction effect.. This data is from NCI-60 drug combinations with 297,098 pairs across 59 cell lines. (1) Drug 1: C1CCC(CC1)NC(=O)N(CCCl)N=O. Drug 2: C1=CC(=CC=C1CC(C(=O)O)N)N(CCCl)CCCl.Cl. Cell line: 786-0. Synergy scores: CSS=46.2, Synergy_ZIP=2.99, Synergy_Bliss=8.06, Synergy_Loewe=6.50, Synergy_HSA=8.58. (2) Drug 1: C1=CC(=CC=C1C#N)C(C2=CC=C(C=C2)C#N)N3C=NC=N3. Drug 2: C1=NC2=C(N=C(N=C2N1C3C(C(C(O3)CO)O)O)F)N. Cell line: A498. Synergy scores: CSS=-3.52, Synergy_ZIP=2.62, Synergy_Bliss=2.79, Synergy_Loewe=-1.99, Synergy_HSA=-1.43. (3) Drug 1: C1=CC(=CC=C1C#N)C(C2=CC=C(C=C2)C#N)N3C=NC=N3. Drug 2: CC(C)NC(=O)C1=CC=C(C=C1)CNNC.Cl. Cell line: COLO 205. Synergy scores: CSS=-8.00, Synergy_ZIP=8.26, Synergy_Bliss=10.3, Synergy_Loewe=-0.422, Synergy_HSA=-0.471.